From a dataset of Reaction yield outcomes from USPTO patents with 853,638 reactions. Predict the reaction yield, written as a fraction of the theoretical maximum amount of product (1.0 means a 100% yield; for example, 0.34 means a 34% yield). (1) The reactants are Br[C:2]1[S:6][C:5]([CH:7]=[O:8])=[CH:4][CH:3]=1.[CH3:9][O:10][C:11]1[CH:16]=[CH:15][C:14](B(O)O)=[CH:13][CH:12]=1. No catalyst specified. The product is [CH3:9][O:10][C:11]1[CH:16]=[CH:15][C:14]([C:2]2[S:6][C:5]([CH:7]=[O:8])=[CH:4][CH:3]=2)=[CH:13][CH:12]=1. The yield is 0.820. (2) The reactants are [OH:1][C:2]1[C:11]([C:12]2[O:13][CH:14]=[CH:15][N:16]=2)=[CH:10][C:9]2[N:8]=[CH:7][CH:6]=[N:5][C:4]=2[C:3]=1[C:17]([OH:19])=O.Cl.[CH2:21]([O:23][C:24](=[O:27])[CH2:25][NH2:26])[CH3:22].C(N(CC)CC)C.C1CN([P+](ON2N=NC3C=CC=CC2=3)(N2CCCC2)N2CCCC2)CC1.F[P-](F)(F)(F)(F)F. The catalyst is ClCCl. The product is [OH:1][C:2]1[C:3]([C:17]([NH:26][CH2:25][C:24]([O:23][CH2:21][CH3:22])=[O:27])=[O:19])=[C:4]2[C:9](=[CH:10][C:11]=1[C:12]1[O:13][CH:14]=[CH:15][N:16]=1)[N:8]=[CH:7][CH:6]=[N:5]2. The yield is 0.676. (3) The reactants are [I:1][C:2]1[CH:10]=[CH:9][C:5]([C:6](Cl)=[O:7])=[CH:4][CH:3]=1.[OH-].[NH4+:12].O. The catalyst is C1COCC1. The product is [I:1][C:2]1[CH:10]=[CH:9][C:5]([C:6]([NH2:12])=[O:7])=[CH:4][CH:3]=1. The yield is 0.970. (4) The reactants are [CH3:1][C:2]1([CH3:24])[C:6]([CH3:8])([CH3:7])[O:5][B:4]([C:9]2[CH:14]=[CH:13][CH:12]=[C:11](B3OC(C)(C)C(C)(C)O3)[CH:10]=2)[O:3]1.Br[C:26]1[C:39]2[C:40]3=[C:41]4[C:36](=[CH:37][CH:38]=2)[CH:35]=[CH:34][CH:33]=[C:32]4[CH:31]=[CH:30][C:29]3=[CH:28][CH:27]=1.C([O-])([O-])=O.[Na+].[Na+].CCO. The catalyst is C1C=CC([P]([Pd]([P](C2C=CC=CC=2)(C2C=CC=CC=2)C2C=CC=CC=2)([P](C2C=CC=CC=2)(C2C=CC=CC=2)C2C=CC=CC=2)[P](C2C=CC=CC=2)(C2C=CC=CC=2)C2C=CC=CC=2)(C2C=CC=CC=2)C2C=CC=CC=2)=CC=1.C1(C)C=CC=CC=1. The product is [CH3:24][C:2]1([CH3:1])[C:6]([CH3:8])([CH3:7])[O:5][B:4]([C:9]2[CH:14]=[CH:13][CH:12]=[C:11]([C:33]3[C:32]4[C:41]5=[C:40]6[C:29](=[CH:30][CH:31]=4)[CH:28]=[CH:27][CH:26]=[C:39]6[CH:38]=[CH:37][C:36]5=[CH:35][CH:34]=3)[CH:10]=2)[O:3]1. The yield is 0.370. (5) The reactants are [NH2:1][C:2]1[N:3]=[CH:4][C:5]([C:8]2[C:9]([F:19])=[C:10]([OH:18])[C:11]([CH:14]3[CH2:17][CH2:16][CH2:15]3)=[CH:12][CH:13]=2)=[N:6][CH:7]=1.Cl[C:21]1[N:26]=[C:25]([CH3:27])[CH:24]=[CH:23][N:22]=1.C([O-])([O-])=O.[K+].[K+]. The catalyst is CS(C)=O. The product is [CH:14]1([C:11]2[CH:12]=[CH:13][C:8]([C:5]3[N:6]=[CH:7][C:2]([NH2:1])=[N:3][CH:4]=3)=[C:9]([F:19])[C:10]=2[O:18][C:21]2[N:26]=[C:25]([CH3:27])[CH:24]=[CH:23][N:22]=2)[CH2:15][CH2:16][CH2:17]1. The yield is 0.450. (6) The product is [CH3:3][C:2]([CH3:26])([O:4][C:5]([N:7]1[CH2:12][CH2:11][N:10]([CH:13]2[CH2:14][CH2:15][NH:16][CH2:17][CH2:18]2)[CH2:9][CH2:8]1)=[O:6])[CH3:1]. The reactants are [CH3:1][C:2]([CH3:26])([O:4][C:5]([N:7]1[CH2:12][CH2:11][N:10]([CH:13]2[CH2:18][CH2:17][N:16](CC3C=CC=CC=3)[CH2:15][CH2:14]2)[CH2:9][CH2:8]1)=[O:6])[CH3:3]. The catalyst is [OH-].[OH-].[Pd+2]. The yield is 0.797. (7) The reactants are [C:1]([CH2:3][C:4]([O:6][C:7]([CH3:10])([CH3:9])[CH3:8])=[O:5])#[N:2].[H-].[Na+].Cl[C:14]1[N:15]=[N:16][CH:17]=[C:18]([CH3:20])[CH:19]=1. The catalyst is C1COCC1. The product is [C:1]([CH:3]([C:14]1[N:15]=[N:16][CH:17]=[C:18]([CH3:20])[CH:19]=1)[C:4]([O:6][C:7]([CH3:10])([CH3:9])[CH3:8])=[O:5])#[N:2]. The yield is 0.440.